This data is from Full USPTO retrosynthesis dataset with 1.9M reactions from patents (1976-2016). The task is: Predict the reactants needed to synthesize the given product. (1) Given the product [Br:23][C:24]1[CH:25]=[C:26]2[C:30](=[CH:31][CH:32]=1)[NH:29][C:28](=[O:33])[C:27]2=[CH:18][C:15]1[NH:14][C:9]2[CH2:10][CH2:11][CH2:12][CH2:13][N:6]([CH2:5][CH2:4][N:3]([CH2:21][CH3:22])[CH2:1][CH3:2])[C:7](=[O:20])[C:8]=2[C:16]=1[CH3:17], predict the reactants needed to synthesize it. The reactants are: [CH2:1]([N:3]([CH2:21][CH3:22])[CH2:4][CH2:5][N:6]1[CH2:13][CH2:12][CH2:11][CH2:10][C:9]2[NH:14][C:15]([CH:18]=O)=[C:16]([CH3:17])[C:8]=2[C:7]1=[O:20])[CH3:2].[Br:23][C:24]1[CH:25]=[C:26]2[C:30](=[CH:31][CH:32]=1)[NH:29][C:28](=[O:33])[CH2:27]2. (2) The reactants are: Cl[C:2]1[N:7]=[C:6]([NH:8][C:9]([CH:11]2[CH2:13][CH2:12]2)=[O:10])[CH:5]=[N:4][C:3]=1[C:14]1[CH:19]=[CH:18][N+:17]([O-:20])=[CH:16][C:15]=1[F:21].[N:22]1[CH:27]=[CH:26][CH:25]=[C:24](B(O)O)[CH:23]=1.C([O-])([O-])=O.[Cs+].[Cs+].O1CCOCC1. Given the product [F:21][C:15]1[CH:16]=[N+:17]([O-:20])[CH:18]=[CH:19][C:14]=1[C:3]1[N:4]=[CH:5][C:6]([NH:8][C:9]([CH:11]2[CH2:13][CH2:12]2)=[O:10])=[N:7][C:2]=1[C:24]1[CH:23]=[N:22][CH:27]=[CH:26][CH:25]=1, predict the reactants needed to synthesize it. (3) Given the product [CH3:9][N:8]([CH3:10])[C:3]1([CH:2]([C:11]2[CH:12]=[CH:13][CH:14]=[CH:15][CH:16]=2)[NH:1][C:49](=[O:50])[C:48]2[CH:52]=[CH:53][CH:54]=[C:55]([CH3:56])[C:47]=2[CH3:46])[CH2:7][CH2:6][CH2:5][CH2:4]1, predict the reactants needed to synthesize it. The reactants are: [NH2:1][CH:2]([C:11]1[CH:16]=[CH:15][CH:14]=[CH:13][CH:12]=1)[C:3]1([N:8]([CH3:10])[CH3:9])[CH2:7][CH2:6][CH2:5][CH2:4]1.ClC1C(C(F)(F)F)=CC=CC=1C(NC(C1(N(C)C)CCCC1)C1C=CC=CC=1)=O.[CH3:46][C:47]1[C:55]([CH3:56])=[CH:54][CH:53]=[CH:52][C:48]=1[C:49](O)=[O:50].O.ON1C2C=CC=CC=2N=N1.C1CCC(N=C=NC2CCCCC2)CC1. (4) The reactants are: [CH2:1](OC(OCC)CBr)[CH3:2].[C:10]([C:14]1[CH:19]=[CH:18][C:17]([SH:20])=[CH:16][CH:15]=1)([CH3:13])([CH3:12])[CH3:11].[H-].[Na+].[Cl-].[NH4+]. Given the product [C:10]([C:14]1[CH:15]=[CH:16][C:17]2[S:20][CH:1]=[CH:2][C:18]=2[CH:19]=1)([CH3:13])([CH3:11])[CH3:12], predict the reactants needed to synthesize it. (5) Given the product [C:7]([C:1]1[CH:6]=[CH:5][CH:4]=[CH:3][CH:2]=1)(=[O:9])[CH3:8], predict the reactants needed to synthesize it. The reactants are: [C:1]1([CH:7]([OH:9])[CH3:8])[CH:6]=[CH:5][CH:4]=[CH:3][CH:2]=1. (6) Given the product [Cl:29][C:30]1[CH:37]=[CH:36][C:33]([N:34]([CH2:2][C:3]2[CH:8]=[CH:7][C:6]([C:9]3[C:10]([NH:15][S:16]([C:19]4[CH:24]=[CH:23][CH:22]=[CH:21][C:20]=4[C:25]([F:28])([F:27])[F:26])(=[O:17])=[O:18])=[N:11][CH:12]=[CH:13][N:14]=3)=[CH:5][CH:4]=2)[CH3:35])=[CH:32][CH:31]=1, predict the reactants needed to synthesize it. The reactants are: Cl[CH2:2][C:3]1[CH:8]=[CH:7][C:6]([C:9]2[C:10]([NH:15][S:16]([C:19]3[CH:24]=[CH:23][CH:22]=[CH:21][C:20]=3[C:25]([F:28])([F:27])[F:26])(=[O:18])=[O:17])=[N:11][CH:12]=[CH:13][N:14]=2)=[CH:5][CH:4]=1.[Cl:29][C:30]1[CH:37]=[CH:36][C:33]([NH:34][CH3:35])=[CH:32][CH:31]=1. (7) Given the product [N:1]1[N:5]2[CH:6]=[CH:7][CH:8]=[N:9][C:4]2=[C:3]([C:10]2[CH:20]=[CH:19][C:13]([C:14]([OH:16])=[O:15])=[CH:12][CH:11]=2)[CH:2]=1, predict the reactants needed to synthesize it. The reactants are: [N:1]1[N:5]2[CH:6]=[CH:7][CH:8]=[N:9][C:4]2=[C:3]([C:10]2[CH:20]=[CH:19][C:13]([C:14]([O:16]CC)=[O:15])=[CH:12][CH:11]=2)[CH:2]=1.[OH-].[Na+]. (8) Given the product [CH3:31][O:32][CH2:33][C:34]([C:37]1[CH:38]=[CH:39][C:40]([N:43]2[CH2:13][CH2:12][C:6]3([CH2:7][CH2:8][N:9]([S:25]([C:20]4[CH:21]=[CH:22][CH:23]=[CH:24][C:19]=4[O:18][C:17]([F:30])([F:29])[F:16])(=[O:27])=[O:26])[CH2:10][CH2:11]3)[C:4]2=[O:5])=[CH:41][CH:42]=1)([CH3:36])[CH3:35], predict the reactants needed to synthesize it. The reactants are: C(O[C:4]([C:6]1([CH2:12][CH2:13]OC)[CH2:11][CH2:10][NH:9][CH2:8][CH2:7]1)=[O:5])C.[F:16][C:17]([F:30])([F:29])[O:18][C:19]1[CH:24]=[CH:23][CH:22]=[CH:21][C:20]=1[S:25](Cl)(=[O:27])=[O:26].[CH3:31][O:32][CH2:33][C:34]([C:37]1[CH:42]=[CH:41][C:40]([NH2:43])=[CH:39][CH:38]=1)([CH3:36])[CH3:35]. (9) Given the product [CH3:13][O:12][C:9]1[CH2:10][N:4]([CH:1]([CH3:3])[CH3:2])[C:7](=[O:6])[CH:8]=1, predict the reactants needed to synthesize it. The reactants are: [CH:1]([NH2:4])([CH3:3])[CH3:2].C[O:6][C:7](=O)/[CH:8]=[C:9](/[O:12][CH3:13])\[CH2:10]Cl.